Dataset: Retrosynthesis with 50K atom-mapped reactions and 10 reaction types from USPTO. Task: Predict the reactants needed to synthesize the given product. (1) Given the product CC(=O)Nc1nc(Br)ccc1[N+](=O)[O-], predict the reactants needed to synthesize it. The reactants are: CC(=O)O.Nc1nc(Br)ccc1[N+](=O)[O-]. (2) Given the product COC(=O)C(C(=O)OC)c1ccc(-c2ccc(O)c(OC)c2)cc1[N+](=O)[O-], predict the reactants needed to synthesize it. The reactants are: COC(=O)C(C(=O)OC)c1ccc(Br)cc1[N+](=O)[O-].COc1cc(B2OC(C)(C)C(C)(C)O2)ccc1O. (3) Given the product CC(NC(=O)OC(C)(C)C)C(=O)Nc1cc2ccccc2c(Br)n1, predict the reactants needed to synthesize it. The reactants are: CC(NC(=O)OC(C)(C)C)C(=O)O.Nc1cc2ccccc2c(Br)n1. (4) Given the product COC(=O)c1ccc(-c2ccc(CCN(C[C@H](O)c3ccccc3)C(=O)OC(C)(C)C)cc2)cc1-c1cccs1, predict the reactants needed to synthesize it. The reactants are: CC(C)(C)OC(=O)N(CCc1ccc(Br)cc1)C[C@H](O)c1ccccc1.COC(=O)c1ccc(B2OC(C)(C)C(C)(C)O2)cc1-c1cccs1. (5) Given the product COc1ccc(Cn2[nH]c(=O)c(CCCO)cc2=O)cc1, predict the reactants needed to synthesize it. The reactants are: CCCCOC(=O)CCc1cc(=O)n(Cc2ccc(OC)cc2)[nH]c1=O. (6) Given the product C[C@H](c1ccccc1)N(CC(=O)COc1ccccc1[N+](=O)[O-])C(=O)OCc1ccccc1, predict the reactants needed to synthesize it. The reactants are: C[C@H](c1ccccc1)N(CC(O)COc1ccccc1[N+](=O)[O-])C(=O)OCc1ccccc1.